Dataset: Reaction yield outcomes from USPTO patents with 853,638 reactions. Task: Predict the reaction yield, written as a fraction of the theoretical maximum amount of product (1.0 means a 100% yield; for example, 0.34 means a 34% yield). (1) The reactants are [F:1][C:2]([F:36])([F:35])[C:3]1[CH:4]=[C:5]([C:13]([CH3:34])([CH3:33])[C:14]([N:16]([C:18]2[CH:19]=[N:20][C:21](Cl)=[CH:22][C:23]=2[C:24]2[CH:29]=[CH:28][C:27]([F:30])=[CH:26][C:25]=2[CH3:31])[CH3:17])=[O:15])[CH:6]=[C:7]([C:9]([F:12])([F:11])[F:10])[CH:8]=1.[CH3:37][C@@H:38]1[CH2:43][NH:42][CH2:41][CH2:40][NH:39]1.C(=O)([O-])[O-].[K+].[K+]. The catalyst is CS(C)=O.[OH-].[Na+]. The product is [F:1][C:2]([F:36])([F:35])[C:3]1[CH:4]=[C:5]([C:13]([CH3:34])([CH3:33])[C:14]([N:16]([C:18]2[CH:19]=[N:20][C:21]([N:42]3[CH2:41][CH2:40][NH:39][C@H:38]([CH3:37])[CH2:43]3)=[CH:22][C:23]=2[C:24]2[CH:29]=[CH:28][C:27]([F:30])=[CH:26][C:25]=2[CH3:31])[CH3:17])=[O:15])[CH:6]=[C:7]([C:9]([F:12])([F:11])[F:10])[CH:8]=1. The yield is 0.510. (2) The reactants are [CH3:1][O:2][C:3](=[O:24])[C:4]1[CH:23]=[CH:22][CH:21]=[C:6]([C:7]([NH:9][CH2:10][C:11]([C:13]2[CH:18]=[CH:17][C:16]([O:19][CH3:20])=[CH:15][CH:14]=2)=[O:12])=O)[CH:5]=1. The catalyst is O. The product is [CH3:1][O:2][C:3](=[O:24])[C:4]1[CH:23]=[CH:22][CH:21]=[C:6]([C:7]2[O:12][C:11]([C:13]3[CH:18]=[CH:17][C:16]([O:19][CH3:20])=[CH:15][CH:14]=3)=[CH:10][N:9]=2)[CH:5]=1. The yield is 0.800. (3) The yield is 1.00. The product is [N+:1]([C:4]1[CH:5]=[CH:6][C:7]([C:8]([NH:20][CH2:19][CH2:18][C:17]([O:16][CH2:14][CH3:15])=[O:21])=[O:10])=[CH:11][CH:12]=1)([O-:3])=[O:2]. The catalyst is O.CN(C)C=O.C(N(CC)CC)C. The reactants are [N+:1]([C:4]1[CH:12]=[CH:11][C:7]([C:8]([OH:10])=O)=[CH:6][CH:5]=1)([O-:3])=[O:2].Cl.[CH2:14]([O:16][C:17](=[O:21])[CH2:18][CH2:19][NH2:20])[CH3:15].ON1C2C=CC=CC=2N=N1.Cl.C(N=C=NCCCN(C)C)C. (4) The reactants are [CH3:1][N:2]1[CH2:6][CH2:5][CH2:4][C@H:3]1[C:7]1[N:11]2[CH:12]=[C:13]([O:16][C@H:17]3[C:26]4[C:21](=[CH:22][CH:23]=[CH:24][CH:25]=4)[C@@H:20]([NH2:27])[CH2:19][CH2:18]3)[CH:14]=[CH:15][C:10]2=[N:9][N:8]=1.ClC(Cl)(Cl)C[O:31][C:32](=O)[NH:33][C:34]1[N:35]([C:43]2[CH:48]=[CH:47][C:46]([O:49][Si:50]([CH:57]([CH3:59])[CH3:58])([CH:54]([CH3:56])[CH3:55])[CH:51]([CH3:53])[CH3:52])=[C:45]([Cl:60])[CH:44]=2)[N:36]=[C:37]([C:39]([CH3:42])([CH3:41])[CH3:40])[CH:38]=1.CCN(C(C)C)C(C)C. The catalyst is O1CCOCC1. The product is [C:39]([C:37]1[CH:38]=[C:34]([NH:33][C:32]([NH:27][C@@H:20]2[C:21]3[C:26](=[CH:25][CH:24]=[CH:23][CH:22]=3)[C@H:17]([O:16][C:13]3[CH:14]=[CH:15][C:10]4[N:11]([C:7]([C@@H:3]5[CH2:4][CH2:5][CH2:6][N:2]5[CH3:1])=[N:8][N:9]=4)[CH:12]=3)[CH2:18][CH2:19]2)=[O:31])[N:35]([C:43]2[CH:48]=[CH:47][C:46]([O:49][Si:50]([CH:54]([CH3:56])[CH3:55])([CH:57]([CH3:58])[CH3:59])[CH:51]([CH3:53])[CH3:52])=[C:45]([Cl:60])[CH:44]=2)[N:36]=1)([CH3:42])([CH3:41])[CH3:40]. The yield is 0.890. (5) The reactants are [Cl:1][C:2]1[CH:7]=[CH:6][C:5]([C:8](=O)[CH:9]=[CH:10]N(C)C)=[CH:4][CH:3]=1.CCO.[C:18]([CH2:20][C:21]([NH2:23])=[S:22])#[N:19].CC(O)=O. The catalyst is N1CCCCC1. The product is [Cl:1][C:2]1[CH:3]=[CH:4][C:5]([C:8]2[N:23]=[C:21]([SH:22])[C:20]([C:18]#[N:19])=[CH:10][CH:9]=2)=[CH:6][CH:7]=1. The yield is 0.730. (6) The reactants are [NH2:1][CH2:2][C:3]1[N:4]=[C:5]([NH:8][C:9]([NH:11][C:12]2[CH:17]=[CH:16][C:15]([CH3:18])=[CH:14][C:13]=2[C:19]([CH:21]2[CH2:25][CH2:24][CH2:23][CH2:22]2)=[O:20])=[O:10])[S:6][CH:7]=1.CC([O:30][C:31]([NH:33][CH2:34][C:35](O)=[O:36])=O)(C)C. No catalyst specified. The product is [CH:21]1([C:19]([C:13]2[CH:14]=[C:15]([CH3:18])[CH:16]=[CH:17][C:12]=2[NH:11][C:9]([NH:8][C:5]2[S:6][CH:7]=[C:3]([CH2:2][N:1]3[C:35](=[O:36])[CH2:34][NH:33][C:31]3=[O:30])[N:4]=2)=[O:10])=[O:20])[CH2:25][CH2:24][CH2:23][CH2:22]1. The yield is 0.690. (7) The reactants are Cl[C:2]1[N:10]=[CH:9][CH:8]=[CH:7][C:3]=1[C:4]([OH:6])=[O:5].[NH2:11][C:12]1[CH:13]=[C:14]([CH:30]=[CH:31][CH:32]=1)[CH2:15][O:16][C:17]1[CH:22]=[CH:21][C:20]([C:23](=[O:25])[CH3:24])=[C:19]([OH:26])[C:18]=1[CH2:27][CH2:28][CH3:29]. No catalyst specified. The product is [C:23]([C:20]1[CH:21]=[CH:22][C:17]([O:16][CH2:15][C:14]2[CH:13]=[C:12]([NH:11][C:2]3[N:10]=[CH:9][CH:8]=[CH:7][C:3]=3[C:4]([OH:6])=[O:5])[CH:32]=[CH:31][CH:30]=2)=[C:18]([CH2:27][CH2:28][CH3:29])[C:19]=1[OH:26])(=[O:25])[CH3:24]. The yield is 0.0900.